This data is from Catalyst prediction with 721,799 reactions and 888 catalyst types from USPTO. The task is: Predict which catalyst facilitates the given reaction. (1) Reactant: Cl[C:2]1[C:7]([O:8][CH2:9][CH3:10])=[C:6]([Cl:11])[N:5]=[C:4]([C:12]2[CH:17]=[CH:16][C:15]([N+:18]([O-:20])=[O:19])=[CH:14][CH:13]=2)[N:3]=1.[NH:21]1[CH2:26][CH2:25][O:24][CH2:23][CH2:22]1.[NH4+].[Cl-]. Product: [Cl:11][C:6]1[N:5]=[C:4]([C:12]2[CH:17]=[CH:16][C:15]([N+:18]([O-:20])=[O:19])=[CH:14][CH:13]=2)[N:3]=[C:2]([N:21]2[CH2:26][CH2:25][O:24][CH2:23][CH2:22]2)[C:7]=1[O:8][CH2:9][CH3:10]. The catalyst class is: 4. (2) Reactant: Br[C:2]1[CH:3]=[CH:4][C:5]([O:8][CH3:9])=[N:6][CH:7]=1.CC([O-])(C)C.[K+].C1C=CC(P(C2C(C3C(P(C4C=CC=CC=4)C4C=CC=CC=4)=CC=C4C=3C=CC=C4)=C3C(C=CC=C3)=CC=2)C2C=CC=CC=2)=CC=1.[F:62][C:63]1[CH:68]=[CH:67][C:66]([NH:69][CH3:70])=[CH:65][CH:64]=1. Product: [F:62][C:63]1[CH:68]=[CH:67][C:66]([N:69]([CH3:70])[C:2]2[CH:7]=[N:6][C:5]([O:8][CH3:9])=[CH:4][CH:3]=2)=[CH:65][CH:64]=1. The catalyst class is: 416.